This data is from Forward reaction prediction with 1.9M reactions from USPTO patents (1976-2016). The task is: Predict the product of the given reaction. Given the reactants [C:1]([C:4]1[CH:9]=[CH:8][C:7]([CH2:10][CH2:11][CH2:12][CH2:13][C:14]([OH:16])=O)=[CH:6][CH:5]=1)(=[O:3])[CH3:2].Cl.Cl.[NH2:19][CH:20]1[CH2:25][CH2:24][N:23]([CH2:26][C:27]2[CH:32]=[CH:31][C:30]([Cl:33])=[C:29]([Cl:34])[CH:28]=2)[CH2:22][CH2:21]1.C(N(CC)CC)C.CCN=C=NCCCN(C)C.Cl, predict the reaction product. The product is: [C:1]([C:4]1[CH:5]=[CH:6][C:7]([CH2:10][CH2:11][CH2:12][CH2:13][C:14]([NH:19][CH:20]2[CH2:25][CH2:24][N:23]([CH2:26][C:27]3[CH:32]=[CH:31][C:30]([Cl:33])=[C:29]([Cl:34])[CH:28]=3)[CH2:22][CH2:21]2)=[O:16])=[CH:8][CH:9]=1)(=[O:3])[CH3:2].